From a dataset of Catalyst prediction with 721,799 reactions and 888 catalyst types from USPTO. Predict which catalyst facilitates the given reaction. (1) Reactant: Cl[C:2]1[C:7]([C:8]([O:10][CH2:11][CH3:12])=[O:9])=[CH:6][N:5]=[C:4]2[N:13]([CH2:16][CH3:17])[N:14]=[CH:15][C:3]=12.[CH3:18][NH:19][CH:20]1[CH2:25][CH2:24][O:23][CH2:22][CH2:21]1.C(N(C(C)C)CC)(C)C. Product: [CH2:16]([N:13]1[C:4]2=[N:5][CH:6]=[C:7]([C:8]([O:10][CH2:11][CH3:12])=[O:9])[C:2]([N:19]([CH3:18])[CH:20]3[CH2:25][CH2:24][O:23][CH2:22][CH2:21]3)=[C:3]2[CH:15]=[N:14]1)[CH3:17]. The catalyst class is: 23. (2) Reactant: [F:1][C:2]1[CH:15]=[CH:14][CH:13]=[C:12]([N+:16]([O-])=O)[C:3]=1[C:4]([NH:6][C@@H:7]([CH3:11])[C:8]([OH:10])=[O:9])=[O:5]. Product: [NH2:16][C:12]1[CH:13]=[CH:14][CH:15]=[C:2]([F:1])[C:3]=1[C:4]([NH:6][C@@H:7]([CH3:11])[C:8]([OH:10])=[O:9])=[O:5]. The catalyst class is: 409. (3) Reactant: [C:1]([O:4][C@@H:5]1[C@@H:18]([O:19][C:20](=[O:22])[CH3:21])[C@H:17]([O:23][C:24](=[O:26])[CH3:25])[CH2:16][S:15][C@H:6]1[O:7][C:8]1[C:9](Cl)=[N:10][CH:11]=[CH:12][CH:13]=1)(=[O:3])[CH3:2].[C:27]1(B(O)O)[CH:32]=[CH:31][CH:30]=[CH:29][CH:28]=1.[F-].[Cs+]. Product: [C:1]([O:4][C@@H:5]1[C@@H:18]([O:19][C:20](=[O:22])[CH3:21])[C@H:17]([O:23][C:24](=[O:26])[CH3:25])[CH2:16][S:15][C@H:6]1[O:7][C:8]1[C:9]([C:27]2[CH:32]=[CH:31][CH:30]=[CH:29][CH:28]=2)=[N:10][CH:11]=[CH:12][CH:13]=1)(=[O:3])[CH3:2]. The catalyst class is: 57. (4) Product: [O:2]1[C:6]2[CH:7]=[CH:8][C:9]([C:11]3[CH:16]=[CH:15][C:14]([N:17]4[C:21]([CH2:22][C@@H:23]5[CH2:27][CH2:26][N:25]([C:38](=[O:41])[CH2:39][CH3:40])[CH2:24]5)=[N:20][NH:19][C:18]4=[O:28])=[CH:13][CH:12]=3)=[CH:10][C:5]=2[CH:4]=[CH:3]1. Reactant: Cl.[O:2]1[C:6]2[CH:7]=[CH:8][C:9]([C:11]3[CH:16]=[CH:15][C:14]([N:17]4[C:21]([CH2:22][C@@H:23]5[CH2:27][CH2:26][NH:25][CH2:24]5)=[N:20][NH:19][C:18]4=[O:28])=[CH:13][CH:12]=3)=[CH:10][C:5]=2[CH:4]=[CH:3]1.C(N(CC)C(C)C)(C)C.[C:38](Cl)(=[O:41])[CH2:39][CH3:40]. The catalyst class is: 4. (5) Reactant: [Cl:1][C:2](Cl)([O:4]C(=O)OC(Cl)(Cl)Cl)Cl.N1C=CC=CC=1.[F:19][C:20]1([F:25])[CH2:24][CH2:23][NH:22][CH2:21]1. Product: [F:19][C:20]1([F:25])[CH2:24][CH2:23][N:22]([C:2]([Cl:1])=[O:4])[CH2:21]1. The catalyst class is: 646. (6) The catalyst class is: 86. Product: [F:24][C:2]([F:1])([F:23])[C:3]([NH:5][C:6]1[CH:7]=[C:8]2[C:12](=[CH:13][C:14]=1[N+:25]([O-:27])=[O:26])[N:11]([CH2:15][CH2:16][CH2:17][CH2:18][CH3:19])[C:10](=[O:20])[C:9]12[CH2:22][CH2:21]1)=[O:4]. Reactant: [F:1][C:2]([F:24])([F:23])[C:3]([NH:5][C:6]1[CH:7]=[C:8]2[C:12](=[CH:13][CH:14]=1)[N:11]([CH2:15][CH2:16][CH2:17][CH2:18][CH3:19])[C:10](=[O:20])[C:9]12[CH2:22][CH2:21]1)=[O:4].[N+:25]([O-])([OH:27])=[O:26]. (7) The catalyst class is: 6. Product: [Cl:1][C:2]1[CH:7]=[C:6]([CH:5]=[CH:4][C:3]=1[O:11][C:12]1[CH:17]=[CH:16][CH:15]=[C:14]([S:18]([CH2:21][C:22]([F:25])([F:23])[F:24])(=[O:19])=[O:20])[CH:13]=1)[NH2:8]. Reactant: [Cl:1][C:2]1[CH:7]=[C:6]([N+:8]([O-])=O)[CH:5]=[CH:4][C:3]=1[O:11][C:12]1[CH:17]=[CH:16][CH:15]=[C:14]([S:18]([CH2:21][C:22]([F:25])([F:24])[F:23])(=[O:20])=[O:19])[CH:13]=1.[Cl-].[Ca+2].[Cl-].C(O)C.